This data is from Forward reaction prediction with 1.9M reactions from USPTO patents (1976-2016). The task is: Predict the product of the given reaction. (1) Given the reactants [OH-].[Na+].[NH:3]1[C:11]2[C:6](=[CH:7][CH:8]=[CH:9][CH:10]=2)[CH:5]=[CH:4]1.[Br:12][CH2:13][CH2:14][CH2:15][CH2:16]Br, predict the reaction product. The product is: [Br:12][CH2:13][CH2:14][CH2:15][CH2:16][N:3]1[C:11]2[C:6](=[CH:7][CH:8]=[CH:9][CH:10]=2)[CH:5]=[CH:4]1. (2) Given the reactants [H-].[Na+].Cl[CH2:4][CH2:5][S:6](Cl)(=[O:8])=[O:7].C1COCC1.[CH3:15][O:16][C:17]1[CH:26]=[C:25]2[C:20]([CH:21]=[CH:22][C:23]([O:27][C:28]3[C:29]([NH2:34])=[N:30][CH:31]=[CH:32][CH:33]=3)=[CH:24]2)=[CH:19][CH:18]=1, predict the reaction product. The product is: [CH3:15][O:16][C:17]1[CH:26]=[C:25]2[C:20]([CH:21]=[CH:22][C:23]([O:27][C:28]3[C:29]4=[N:34][S:6](=[O:8])(=[O:7])[CH2:5][CH2:4][N:30]4[CH:31]=[CH:32][CH:33]=3)=[CH:24]2)=[CH:19][CH:18]=1. (3) Given the reactants [CH2:1]([C:3]1[CH:12]=[C:11]2[C:6]([C:7](=[O:19])[N:8]([NH:14][S:15]([CH3:18])(=[O:17])=[O:16])[C:9](=[O:13])[NH:10]2)=[CH:5][C:4]=1[C:20]1[N:21]([CH3:25])[N:22]=[CH:23][CH:24]=1)[CH3:2].[H-].[Na+].[C:28](Cl)(=[O:30])[CH3:29].C1(C)C=CC=CC=1.C(Cl)Cl.CCO, predict the reaction product. The product is: [C:28]([N:14]([N:8]1[C:7](=[O:19])[C:6]2[C:11](=[CH:12][C:3]([CH2:1][CH3:2])=[C:4]([C:20]3[N:21]([CH3:25])[N:22]=[CH:23][CH:24]=3)[CH:5]=2)[NH:10][C:9]1=[O:13])[S:15]([CH3:18])(=[O:16])=[O:17])(=[O:30])[CH3:29].